Task: Predict the product of the given reaction.. Dataset: Forward reaction prediction with 1.9M reactions from USPTO patents (1976-2016) (1) Given the reactants [CH:1]([O:4][C:5]([C:7]1[CH:8]([C:35]2[CH:40]=[CH:39][CH:38]=[C:37]([N+:41]([O-:43])=[O:42])[CH:36]=2)[C:9]([C:15]([O:17][CH:18]2[CH2:21][N:20]([CH:22]([C:29]3[CH:34]=[CH:33][CH:32]=[CH:31][CH:30]=3)[C:23]3[CH:28]=[CH:27][CH:26]=[CH:25][CH:24]=3)[CH2:19]2)=[O:16])=[C:10]([NH2:14])[NH:11][C:12]=1[CH3:13])=[O:6])([CH3:3])[CH3:2].[ClH:44], predict the reaction product. The product is: [ClH:44].[ClH:44].[CH:1]([O:4][C:5]([C:7]1[CH:8]([C:35]2[CH:40]=[CH:39][CH:38]=[C:37]([N+:41]([O-:43])=[O:42])[CH:36]=2)[C:9]([C:15]([O:17][CH:18]2[CH2:19][N:20]([CH:22]([C:29]3[CH:34]=[CH:33][CH:32]=[CH:31][CH:30]=3)[C:23]3[CH:28]=[CH:27][CH:26]=[CH:25][CH:24]=3)[CH2:21]2)=[O:16])=[C:10]([NH2:14])[NH:11][C:12]=1[CH3:13])=[O:6])([CH3:3])[CH3:2]. (2) Given the reactants [C:1]([O:5][C:6]([NH:8][C@H:9]1[CH2:14][N:13]([C:15]2[N:20]=[C:19]([CH3:21])[CH:18]=[C:17]([NH:22][C:23]3[NH:27][N:26]=[CH:25][CH:24]=3)[N:16]=2)[CH2:12][C@@H:11]([C:28]([O:30]C)=[O:29])[CH2:10]1)=[O:7])([CH3:4])([CH3:3])[CH3:2].[OH-].[Na+].[NH4+].[Cl-], predict the reaction product. The product is: [C:1]([O:5][C:6]([NH:8][C@@H:9]1[CH2:14][N:13]([C:15]2[N:20]=[C:19]([CH3:21])[CH:18]=[C:17]([NH:22][C:23]3[NH:27][N:26]=[CH:25][CH:24]=3)[N:16]=2)[CH2:12][C@@H:11]([C:28]([OH:30])=[O:29])[CH2:10]1)=[O:7])([CH3:4])([CH3:2])[CH3:3]. (3) Given the reactants [C:1]([O:5][C:6]([N:8]1[C:16]2[C:11](=[CH:12][CH:13]=[CH:14][CH:15]=2)[CH:10]=[C:9]1B(O)O)=[O:7])([CH3:4])([CH3:3])[CH3:2].[Br:20][C:21]1[CH:22]=[N:23][CH:24]=[C:25](Br)[CH:26]=1.CC([O-])=O.[K+], predict the reaction product. The product is: [C:1]([O:5][C:6]([N:8]1[C:16]2[C:11](=[CH:12][CH:13]=[CH:14][CH:15]=2)[CH:10]=[C:9]1[C:25]1[CH:24]=[N:23][CH:22]=[C:21]([Br:20])[CH:26]=1)=[O:7])([CH3:4])([CH3:3])[CH3:2]. (4) Given the reactants [CH3:1][C:2]([CH3:48])([CH2:10][C:11]([O:13][C@H:14]1[CH2:31][CH2:30][C@@:29]2([CH3:32])[C@@H:16]([CH2:17][CH2:18][C@:19]3([CH3:45])[C@@H:28]2[CH2:27][CH2:26][C@H:25]2[C@@:20]3([CH3:44])[CH2:21][CH2:22][C@@:23]3([C@@H:40]([OH:43])[CH2:41][NH2:42])[CH2:35][C:34](=[O:36])[C:33]([CH:37]([CH3:39])[CH3:38])=[C:24]32)[C:15]1([CH3:47])[CH3:46])=[O:12])[C:3]([O:5][C:6]([CH3:9])([CH3:8])[CH3:7])=[O:4].C1COCC1.[Cl:54][C:55]1[CH:62]=[CH:61][C:58]([CH:59]=O)=[CH:57][CH:56]=1, predict the reaction product. The product is: [CH3:48][C:2]([CH3:1])([CH2:10][C:11]([O:13][C@H:14]1[CH2:31][CH2:30][C@@:29]2([CH3:32])[C@@H:16]([CH2:17][CH2:18][C@:19]3([CH3:45])[C@@H:28]2[CH2:27][CH2:26][C@H:25]2[C@@:20]3([CH3:44])[CH2:21][CH2:22][C@@:23]3([C@@H:40]([OH:43])[CH2:41][NH:42][CH2:59][C:58]4[CH:61]=[CH:62][C:55]([Cl:54])=[CH:56][CH:57]=4)[CH2:35][C:34](=[O:36])[C:33]([CH:37]([CH3:38])[CH3:39])=[C:24]32)[C:15]1([CH3:46])[CH3:47])=[O:12])[C:3]([O:5][C:6]([CH3:7])([CH3:8])[CH3:9])=[O:4]. (5) Given the reactants [NH2:1][CH2:2][C:3]1[CH:8]=[CH:7][C:6]([C:9]2[C:10]([NH2:25])=[N:11][C:12]([NH2:24])=[N:13][C:14]=2[CH2:15][O:16][CH2:17][C:18]2[CH:23]=[CH:22][CH:21]=[CH:20][CH:19]=2)=[CH:5][CH:4]=1.C(N(C(C)C)CC)(C)C.F[C:36]1[CH:41]=[CH:40][C:39]([N+:42]([O-:44])=[O:43])=[CH:38][CH:37]=1, predict the reaction product. The product is: [CH2:17]([O:16][CH2:15][C:14]1[N:13]=[C:12]([NH2:24])[N:11]=[C:10]([NH2:25])[C:9]=1[C:6]1[CH:5]=[CH:4][C:3]([CH2:2][NH:1][C:36]2[CH:41]=[CH:40][C:39]([N+:42]([O-:44])=[O:43])=[CH:38][CH:37]=2)=[CH:8][CH:7]=1)[C:18]1[CH:19]=[CH:20][CH:21]=[CH:22][CH:23]=1. (6) Given the reactants [CH2:1]([Mg]Br)[CH3:2].C(Br)C.[Mg].[C:9]([O:13][C:14](=[O:23])[C:15]1[CH:20]=[C:19]([CH3:21])[N:18]=[C:17](Cl)[CH:16]=1)([CH3:12])([CH3:11])[CH3:10], predict the reaction product. The product is: [C:9]([O:13][C:14](=[O:23])[C:15]1[CH:20]=[C:19]([CH3:21])[N:18]=[C:17]([CH2:1][CH3:2])[CH:16]=1)([CH3:12])([CH3:11])[CH3:10].